The task is: Predict the reactants needed to synthesize the given product.. This data is from Full USPTO retrosynthesis dataset with 1.9M reactions from patents (1976-2016). (1) Given the product [C:28]([N:12]1[CH2:13][CH2:14][C:8]2[C:9](=[N:10][C:5]([NH:4][CH:1]([CH3:3])[CH3:2])=[C:6]([N:15]3[CH2:20][CH2:19][N:18]([C:21]([O:23][C:24]([CH3:25])([CH3:27])[CH3:26])=[O:22])[CH2:17][CH2:16]3)[N:7]=2)[CH2:11]1)(=[O:30])[CH3:29], predict the reactants needed to synthesize it. The reactants are: [CH:1]([NH:4][C:5]1[N:10]=[C:9]2[CH:11]=[N:12][CH:13]=[CH:14][C:8]2=[N:7][C:6]=1[N:15]1[CH2:20][CH2:19][N:18]([C:21]([O:23][C:24]([CH3:27])([CH3:26])[CH3:25])=[O:22])[CH2:17][CH2:16]1)([CH3:3])[CH3:2].[C:28](OC(=O)C)(=[O:30])[CH3:29]. (2) Given the product [CH2:1]([O:3][C:4]1[CH:9]=[CH:8][C:7]([C:10]2[CH:15]=[CH:14][C:13]([CH2:16][CH2:17][CH:18]=[O:19])=[CH:12][CH:11]=2)=[C:6]([F:23])[C:5]=1[F:24])[CH3:2], predict the reactants needed to synthesize it. The reactants are: [CH2:1]([O:3][C:4]1[CH:9]=[CH:8][C:7]([C:10]2[CH:15]=[CH:14][C:13]([CH2:16][CH2:17][CH:18]3OCC[O:19]3)=[CH:12][CH:11]=2)=[C:6]([F:23])[C:5]=1[F:24])[CH3:2].C(O)=O. (3) Given the product [CH3:1][N:2]1[C:7](=[O:8])[C:6]2[CH:9]=[C:10]([CH2:12][N:14]3[CH2:19][CH2:18][N:17]([S:20]([CH3:23])(=[O:21])=[O:22])[CH2:16][CH2:15]3)[O:11][C:5]=2[C:4]([C:24]2[CH:29]=[CH:28][N:27]=[C:26]([O:30][CH2:31][CH:32]3[CH2:33][CH2:34][O:35][CH2:36][CH2:37]3)[CH:25]=2)=[N:3]1, predict the reactants needed to synthesize it. The reactants are: [CH3:1][N:2]1[C:7](=[O:8])[C:6]2[CH:9]=[C:10]([C:12]([N:14]3[CH2:19][CH2:18][N:17]([S:20]([CH3:23])(=[O:22])=[O:21])[CH2:16][CH2:15]3)=O)[O:11][C:5]=2[C:4]([C:24]2[CH:29]=[CH:28][N:27]=[C:26]([O:30][CH2:31][CH:32]3[CH2:37][CH2:36][O:35][CH2:34][CH2:33]3)[CH:25]=2)=[N:3]1.B.C1COCC1. (4) Given the product [Br:28][CH2:1][C:2]1[CH:7]=[CH:6][C:5]([S:8]([CH2:10][C:11]([CH3:20])([C:16]([F:19])([F:17])[F:18])[C:12]([F:13])([F:14])[F:15])=[O:9])=[CH:4][CH:3]=1, predict the reactants needed to synthesize it. The reactants are: [CH3:1][C:2]1[CH:7]=[CH:6][C:5]([S:8]([CH2:10][C:11]([CH3:20])([C:16]([F:19])([F:18])[F:17])[C:12]([F:15])([F:14])[F:13])=[O:9])=[CH:4][CH:3]=1.C1C(=O)N([Br:28])C(=O)C1.C(OOC(=O)C1C=CC=CC=1)(=O)C1C=CC=CC=1. (5) Given the product [CH2:1]([CH:8]1[NH:13][CH2:12][CH2:11][NH:10][CH2:9]1)[C:2]1[CH:3]=[CH:4][CH:5]=[CH:6][CH:7]=1, predict the reactants needed to synthesize it. The reactants are: [CH2:1]([CH:8]1[NH:13][C:12](=O)[CH2:11][NH:10][C:9]1=O)[C:2]1[CH:7]=[CH:6][CH:5]=[CH:4][CH:3]=1.[H-].[Al+3].[Li+].[H-].[H-].[H-].O. (6) The reactants are: [CH3:1][O:2][C:3]1[CH:4]=[C:5]([OH:11])[CH:6]=[C:7]([O:9][CH3:10])[CH:8]=1.N1C=CN=C1.[C:17]([Si:21](Cl)([C:28]1[CH:33]=[CH:32][CH:31]=[CH:30][CH:29]=1)[C:22]1[CH:27]=[CH:26][CH:25]=[CH:24][CH:23]=1)([CH3:20])([CH3:19])[CH3:18].O. Given the product [O:11]([C:5]1[CH:6]=[C:7]([O:9][CH3:10])[CH:8]=[C:3]([O:2][CH3:1])[CH:4]=1)[Si:21]([C:17]([CH3:20])([CH3:19])[CH3:18])([C:28]1[CH:29]=[CH:30][CH:31]=[CH:32][CH:33]=1)[C:22]1[CH:27]=[CH:26][CH:25]=[CH:24][CH:23]=1, predict the reactants needed to synthesize it. (7) Given the product [Cl:16][C:14]1[N:15]=[C:11]([C:9]([NH:8][C@H:7]2[CH2:6][CH2:5][N:4]([C:19]3[S:20][C:21]4[C:27]([C:28]([O:30][CH2:31][CH3:32])=[O:29])=[CH:26][CH:25]=[CH:24][C:22]=4[N:23]=3)[CH2:3][C@H:2]2[NH:1][CH2:33][CH:34]([CH3:37])[CH3:35])=[O:10])[NH:12][C:13]=1[CH2:17][CH3:18], predict the reactants needed to synthesize it. The reactants are: [NH2:1][C@H:2]1[C@@H:7]([NH:8][C:9]([C:11]2[NH:12][C:13]([CH2:17][CH3:18])=[C:14]([Cl:16])[N:15]=2)=[O:10])[CH2:6][CH2:5][N:4]([C:19]2[S:20][C:21]3[C:27]([C:28]([O:30][CH2:31][CH3:32])=[O:29])=[CH:26][CH:25]=[CH:24][C:22]=3[N:23]=2)[CH2:3]1.[CH3:33][CH:34]([CH3:37])[CH:35]=O.C(O[BH-](OC(=O)C)OC(=O)C)(=O)C.[Na+]. (8) Given the product [C:1]([N:4]1[C:13]2[C:8](=[CH:9][C:10]([C:14]3[CH:15]=[CH:16][C:17]([C:18]([OH:20])=[O:19])=[CH:22][CH:23]=3)=[CH:11][CH:12]=2)[C@H:7]([NH:24][C:25]2[CH:30]=[CH:29][C:28]([C:31]#[N:32])=[CH:27][N:26]=2)[CH2:6][C@@H:5]1[CH3:33])(=[O:3])[CH3:2], predict the reactants needed to synthesize it. The reactants are: [C:1]([N:4]1[C:13]2[C:8](=[CH:9][C:10]([C:14]3[CH:23]=[CH:22][C:17]([C:18]([O:20]C)=[O:19])=[CH:16][CH:15]=3)=[CH:11][CH:12]=2)[C@H:7]([NH:24][C:25]2[CH:30]=[CH:29][C:28]([C:31]#[N:32])=[CH:27][N:26]=2)[CH2:6][C@@H:5]1[CH3:33])(=[O:3])[CH3:2].[OH-].[Na+].C(O)(=O)C.